Dataset: Reaction yield outcomes from USPTO patents with 853,638 reactions. Task: Predict the reaction yield, written as a fraction of the theoretical maximum amount of product (1.0 means a 100% yield; for example, 0.34 means a 34% yield). (1) The catalyst is C1COCC1.CO. The product is [OH:27][NH:26][C:22]([C:19]1[CH:20]=[CH:21][C:11]2[CH2:10][N:9]([C:7]([CH:4]3[CH2:5][CH2:6][O:1][CH2:2][CH2:3]3)=[O:8])[C:15]3([CH2:14][O:13][C:12]=2[CH:18]=1)[CH2:17][CH2:16]3)=[O:24]. The reactants are [O:1]1[CH2:6][CH2:5][CH:4]([C:7]([N:9]2[C:15]3([CH2:17][CH2:16]3)[CH2:14][O:13][C:12]3[CH:18]=[C:19]([C:22]([O:24]C)=O)[CH:20]=[CH:21][C:11]=3[CH2:10]2)=[O:8])[CH2:3][CH2:2]1.[NH2:26][OH:27].[OH-].[Na+]. The yield is 0.320. (2) The reactants are [CH3:1][N:2]1[C:10]2[N:9]=[CH:8][NH:7][C:6]=2[C:5](=[O:11])[NH:4][C:3]1=[O:12].C([O-])(=O)C.[Na+].[Br:18]Br. The catalyst is C(O)(=O)C. The product is [Br:18][C:8]1[NH:7][C:6]2[C:5](=[O:11])[NH:4][C:3](=[O:12])[N:2]([CH3:1])[C:10]=2[N:9]=1. The yield is 0.900. (3) The yield is 0.740. The product is [NH2:27][C:13]1[CH:12]=[CH:11][C:10]([Cl:9])=[CH:15][C:14]=1[NH:16][C:17]1[CH:18]=[CH:19][C:20]([NH:23][C:24](=[O:26])[CH3:25])=[CH:21][CH:22]=1. The reactants are C(O)C.O1CCCC1.[Cl:9][C:10]1[CH:11]=[CH:12][C:13]([N+:27]([O-])=O)=[C:14]([NH:16][C:17]2[CH:22]=[CH:21][C:20]([NH:23][C:24](=[O:26])[CH3:25])=[CH:19][CH:18]=2)[CH:15]=1.[Cl-].[NH4+]. The catalyst is [Fe].O. (4) The reactants are [S:1]1[C:5]2[CH2:6][CH:7]3[CH:12]([C:4]=2[CH:3]=[CH:2]1)[CH2:11][NH:10][CH2:9][CH2:8]3.C(N(CC)CC)C.Cl[C:21]([O:23][CH2:24][CH3:25])=[O:22]. The catalyst is C(Cl)Cl. The product is [CH2:24]([O:23][C:21]([N:10]1[CH2:11][CH:12]2[CH:7]([CH2:6][C:5]3[S:1][CH:2]=[CH:3][C:4]=32)[CH2:8][CH2:9]1)=[O:22])[CH3:25]. The yield is 0.730. (5) The reactants are [F:1][C:2]1[CH:7]=[C:6]([C:8]([F:11])([F:10])[F:9])[CH:5]=[C:4]([C:12]([C:22]2[CH:27]=[CH:26][C:25]([F:28])=[CH:24][CH:23]=2)([N+:20]#[C-])[CH2:13][C:14]2[CH:19]=[CH:18][CH:17]=[CH:16][CH:15]=2)[CH:3]=1.Cl. The catalyst is CO.O1CCOCC1. The product is [F:1][C:2]1[CH:3]=[C:4]([C:12]([C:22]2[CH:27]=[CH:26][C:25]([F:28])=[CH:24][CH:23]=2)([NH2:20])[CH2:13][C:14]2[CH:15]=[CH:16][CH:17]=[CH:18][CH:19]=2)[CH:5]=[C:6]([C:8]([F:10])([F:11])[F:9])[CH:7]=1. The yield is 0.970. (6) The reactants are [CH3:1][N:2]1[C:7]2[NH:8][C:9]([CH3:13])=[CH:10][C:11](=O)[C:6]=2[C:5](=[O:14])[N:4]([CH2:15][CH2:16][CH2:17][CH2:18][C@H:19]([N:21]([CH3:23])[CH3:22])[CH3:20])[C:3]1=[O:24].[N:25]1[CH:30]=CC=C[CH:26]=1.FC(F)(F)S(OS(C(F)(F)F)(=O)=O)(=O)=O. The catalyst is ClCCl. The product is [CH3:1][N:2]1[C:7]2[N:8]=[C:9]([CH3:13])[CH:10]=[C:11]([N:25]([CH3:30])[CH3:26])[C:6]=2[C:5](=[O:14])[N:4]([CH2:15][CH2:16][CH2:17][CH2:18][C@H:19]([N:21]([CH3:23])[CH3:22])[CH3:20])[C:3]1=[O:24]. The yield is 0.880. (7) The reactants are [N+:1]([C:4]1[O:8][C:7]([C:9](Cl)=[O:10])=[CH:6][CH:5]=1)([O-:3])=[O:2].[CH3:12][C:13]([C:15]1[CH:20]=[CH:19][C:18]([N:21]2[CH2:26][CH2:25][NH:24][CH2:23][CH2:22]2)=[CH:17][CH:16]=1)=[O:14]. The catalyst is C(Cl)Cl.CCN(CC)CC. The product is [N+:1]([C:4]1[O:8][C:7]([C:9]([N:24]2[CH2:23][CH2:22][N:21]([C:18]3[CH:17]=[CH:16][C:15]([C:13](=[O:14])[CH3:12])=[CH:20][CH:19]=3)[CH2:26][CH2:25]2)=[O:10])=[CH:6][CH:5]=1)([O-:3])=[O:2]. The yield is 0.550.